Dataset: Peptide-MHC class I binding affinity with 185,985 pairs from IEDB/IMGT. Task: Regression. Given a peptide amino acid sequence and an MHC pseudo amino acid sequence, predict their binding affinity value. This is MHC class I binding data. (1) The binding affinity (normalized) is 0.0847. The MHC is HLA-B07:02 with pseudo-sequence HLA-B07:02. The peptide sequence is RTRFFCIPK. (2) The binding affinity (normalized) is 0.811. The peptide sequence is MCIKYTACM. The MHC is HLA-B08:01 with pseudo-sequence HLA-B08:01.